Dataset: Catalyst prediction with 721,799 reactions and 888 catalyst types from USPTO. Task: Predict which catalyst facilitates the given reaction. (1) Reactant: [H-].[H-].[H-].[H-].[Li+].[Al+3].[Br:7][C:8]1[C:17]([N:18]([CH3:20])[CH3:19])=[CH:16][C:11]([C:12](OC)=[O:13])=[C:10]([Cl:21])[CH:9]=1. Product: [Br:7][C:8]1[C:17]([N:18]([CH3:19])[CH3:20])=[CH:16][C:11]([CH2:12][OH:13])=[C:10]([Cl:21])[CH:9]=1. The catalyst class is: 1. (2) Reactant: [Cl:1][C:2]1[N:7]=[C:6](Cl)[C:5]([C:9]([F:12])([F:11])[F:10])=[CH:4][N:3]=1.[NH3:13]. Product: [Cl:1][C:2]1[N:7]=[C:6]([NH2:13])[C:5]([C:9]([F:12])([F:11])[F:10])=[CH:4][N:3]=1. The catalyst class is: 30. (3) Product: [N:14]1[CH:15]=[CH:16][CH:17]=[CH:18][C:13]=1[O:12][CH2:11][C:10]1[CH:19]=[CH:20][C:7]([C:21]([OH:23])=[O:22])=[CH:8][CH:9]=1. The catalyst class is: 20. Reactant: C([Li])CCC.Br[C:7]1[CH:20]=[CH:19][C:10]([CH2:11][O:12][C:13]2[CH:18]=[CH:17][CH:16]=[CH:15][N:14]=2)=[CH:9][CH:8]=1.[C:21](=[O:23])=[O:22]. (4) Reactant: [H-].[Na+].[CH2:3]([N:10]([CH2:15][C@H:16]([OH:26])[CH2:17][O:18][CH2:19][C:20]1[CH:25]=[CH:24][CH:23]=[CH:22][CH:21]=1)[CH2:11][CH2:12][CH2:13]O)[C:4]1[CH:9]=[CH:8][CH:7]=[CH:6][CH:5]=1.C1(C)C=CC(S(C2NC=CN=2)(=O)=O)=CC=1. Product: [CH2:3]([N:10]1[CH2:11][CH2:12][CH2:13][O:26][C@H:16]([CH2:17][O:18][CH2:19][C:20]2[CH:21]=[CH:22][CH:23]=[CH:24][CH:25]=2)[CH2:15]1)[C:4]1[CH:5]=[CH:6][CH:7]=[CH:8][CH:9]=1. The catalyst class is: 1. (5) Reactant: [Br:1][C:2]1[CH:7]=[CH:6][C:5]([C:8](=[O:10])[CH3:9])=[CH:4][CH:3]=1.I[CH2:12]I.C[Li]. Product: [Br:1][C:2]1[CH:7]=[CH:6][C:5]([C:8]2([CH3:12])[CH2:9][O:10]2)=[CH:4][CH:3]=1. The catalyst class is: 1. (6) Reactant: [CH3:1][N:2]1[CH2:6][CH2:5][CH2:4][C@H:3]1[CH2:7][OH:8].C[O:10][C:11](=O)[C:12]([OH:25])([C:19]1[CH:24]=[CH:23][CH:22]=[CH:21][CH:20]=1)[C:13]1[CH:18]=[CH:17][CH:16]=[CH:15][CH:14]=1.[Na]. Product: [CH3:1][N:2]1[CH2:6][CH2:5][CH2:4][C@H:3]1[CH2:7][O:8][C:11](=[O:10])[C:12]([OH:25])([C:19]1[CH:20]=[CH:21][CH:22]=[CH:23][CH:24]=1)[C:13]1[CH:18]=[CH:17][CH:16]=[CH:15][CH:14]=1. The catalyst class is: 11.